From a dataset of Catalyst prediction with 721,799 reactions and 888 catalyst types from USPTO. Predict which catalyst facilitates the given reaction. (1) Reactant: [CH3:1][C:2]1[N:7]=[C:6]([CH2:8][CH2:9][CH3:10])[NH:5][C:4](=[O:11])[C:3]=1[C:12]1[CH:17]=[CH:16][CH:15]=[CH:14][CH:13]=1.Br[CH2:19][C:20]1[CH:25]=[CH:24][C:23]([C:26]2[C:27]([C:32]#[N:33])=[CH:28][CH:29]=[CH:30][CH:31]=2)=[CH:22][CH:21]=1.[H-].[Na+].C(OCC)(=O)C. Product: [CH3:1][C:2]1[N:7]=[C:6]([CH2:8][CH2:9][CH3:10])[N:5]([CH2:19][C:20]2[CH:21]=[CH:22][C:23]([C:26]3[C:27]([C:32]#[N:33])=[CH:28][CH:29]=[CH:30][CH:31]=3)=[CH:24][CH:25]=2)[C:4](=[O:11])[C:3]=1[C:12]1[CH:17]=[CH:16][CH:15]=[CH:14][CH:13]=1. The catalyst class is: 35. (2) Reactant: [C:1]1([C:7]2[CH:15]=[CH:14][C:10]([C:11](O)=[O:12])=[CH:9][CH:8]=2)[CH:6]=[CH:5][CH:4]=[CH:3][CH:2]=1.ON1C2C=CC=CC=2N=N1.[NH2:26][NH:27][C:28]([NH2:30])=[S:29].Cl.C(N=C=NCCCN(C)C)C. Product: [C:1]1([C:7]2[CH:15]=[CH:14][C:10]([C:11]([NH:26][NH:27][C:28]([NH2:30])=[S:29])=[O:12])=[CH:9][CH:8]=2)[CH:6]=[CH:5][CH:4]=[CH:3][CH:2]=1. The catalyst class is: 35. (3) Reactant: [CH3:1][N:2]([CH2:4][CH2:5][CH:6]([OH:12])[C:7]1[S:8][CH:9]=[CH:10][CH:11]=1)[CH3:3].[OH-].[K+].F[C:16]1[C:25]2[C:20](=[CH:21][CH:22]=[CH:23][CH:24]=2)[CH:19]=[CH:18][CH:17]=1.[C:26]([OH:35])(=[O:34])[C@H:27]([C@@H:29]([C:31]([OH:33])=[O:32])[OH:30])[OH:28]. Product: [CH3:1][N:2]([CH2:4][CH2:5][CH:6]([O:12][C:24]1[C:25]2[C:20](=[CH:19][CH:18]=[CH:17][CH:16]=2)[CH:21]=[CH:22][CH:23]=1)[C:7]1[S:8][CH:9]=[CH:10][CH:11]=1)[CH3:3].[C:31]([C@H:29]([C@@H:27]([C:26]([O-:35])=[O:34])[OH:28])[OH:30])([O-:33])=[O:32]. The catalyst class is: 58. (4) Reactant: [Br:1][C:2]1[CH:7]=[CH:6][C:5]([N+:8]([O-:10])=[O:9])=[C:4](F)[CH:3]=1.Cl.Cl.[CH2:14]([O:16][C@H:17]1[CH2:22][CH2:21][C@H:20]([N:23]2[CH2:28][CH2:27][CH:26]([NH2:29])[CH2:25][CH2:24]2)[CH2:19][CH2:18]1)[CH3:15].C(N(C(C)C)CC)(C)C. Product: [Br:1][C:2]1[CH:7]=[CH:6][C:5]([N+:8]([O-:10])=[O:9])=[C:4]([NH:29][CH:26]2[CH2:25][CH2:24][N:23]([C@H:20]3[CH2:21][CH2:22][C@H:17]([O:16][CH2:14][CH3:15])[CH2:18][CH2:19]3)[CH2:28][CH2:27]2)[CH:3]=1. The catalyst class is: 9. (5) Reactant: C([O:4][CH2:5][C@@H:6]([N:12]([CH2:36]C)[C:13]([C:15]1[CH:16]=[C:17]2[C:25](=[CH:26][CH:27]=1)[N:24]([CH2:28]C)[C:23]1[CH2:22][CH2:21][C@@H:20]([CH:30]3[CH2:35][CH2:34][O:33][CH2:32][CH2:31]3)[CH2:19][C:18]2=1)=[O:14])[CH2:7][CH2:8][C:9]([OH:11])=O)(=O)C.Cl.[O:39]1[CH2:42][CH:41]([NH2:43])[CH2:40]1.F[P-](F)(F)(F)(F)F.N1(OC(N(C)C)=[N+](C)C)C2N=CC=CC=2N=N1.C[O-].[Na+]. Product: [OH:4][CH2:5][C@@H:6]([N:12]([CH3:36])[C:13]([C:15]1[CH:16]=[C:17]2[C:25](=[CH:26][CH:27]=1)[N:24]([CH3:28])[C:23]1[CH2:22][CH2:21][C@@H:20]([CH:30]3[CH2:31][CH2:32][O:33][CH2:34][CH2:35]3)[CH2:19][C:18]2=1)=[O:14])[CH2:7][CH2:8][C:9]([NH:43][CH:41]1[CH2:42][O:39][CH2:40]1)=[O:11]. The catalyst class is: 3.